Task: Predict the reactants needed to synthesize the given product.. Dataset: Full USPTO retrosynthesis dataset with 1.9M reactions from patents (1976-2016) (1) Given the product [N:41]1([CH:47]2[CH2:52][CH2:51][N:50]([C:53]3[CH:11]=[CH:10][C:9]([NH:12][C:13]([C:15]4[C:19]([Br:20])=[C:18]([NH:21][C:22](=[O:30])[C:23]5[CH:28]=[CH:27][CH:26]=[CH:25][C:24]=5[Cl:29])[N:17]([CH3:3])[N:16]=4)=[O:14])=[CH:8][CH:7]=3)[CH2:49][CH2:48]2)[CH2:42][CH2:43][CH2:44][CH2:45][CH2:46]1, predict the reactants needed to synthesize it. The reactants are: N1C=C[CH:3]=N1.N1[CH:11]=[CH:10][C:9]([NH:12][C:13]([C:15]2[C:19]([Br:20])=[C:18]([NH:21][C:22](=[O:30])[C:23]3[CH:28]=[CH:27][CH:26]=[CH:25][C:24]=3[Cl:29])[NH:17][N:16]=2)=[O:14])=[CH:8][CH:7]=1.ClC1C=CC=CC=1C(Cl)=O.[N:41]1([CH:47]2[CH2:52][CH2:51][N:50]([C:53]3C=CC(N)=CC=3)[CH2:49][CH2:48]2)[CH2:46][CH2:45][CH2:44][CH2:43][CH2:42]1. (2) Given the product [O:45]=[C:36]1[C:37]2[C:42](=[CH:41][CH:40]=[CH:39][CH:38]=2)[C:43](=[O:44])[N:35]1[C:32]1[C:31]2[CH:46]=[CH:47][C:28]([NH:27][C:6](=[O:7])[C@H:5]([O:4][C:1](=[O:3])[CH3:2])[C@H:9]3[O:14][CH2:13][CH2:12][N:11]([C:15]4[CH:24]=[C:23]5[C:18]([CH:19]=[CH:20][C:21](=[O:25])[NH:22]5)=[CH:17][CH:16]=4)[C:10]3=[O:26])=[CH:29][C:30]=2[O:34][N:33]=1, predict the reactants needed to synthesize it. The reactants are: [C:1]([O:4][C@H:5]([C@H:9]1[O:14][CH2:13][CH2:12][N:11]([C:15]2[CH:24]=[C:23]3[C:18]([CH:19]=[CH:20][C:21](=[O:25])[NH:22]3)=[CH:17][CH:16]=2)[C:10]1=[O:26])[C:6](O)=[O:7])(=[O:3])[CH3:2].[NH2:27][C:28]1[CH:47]=[CH:46][C:31]2[C:32]([N:35]3[C:43](=[O:44])[C:42]4[C:37](=[CH:38][CH:39]=[CH:40][CH:41]=4)[C:36]3=[O:45])=[N:33][O:34][C:30]=2[CH:29]=1. (3) Given the product [C:26]([OH:31])(=[O:30])[C:27]([OH:29])=[O:28].[F:16][C:2]([F:1])([F:15])[C:3]1[CH:4]=[C:5]2[C:12](=[CH:13][CH:14]=1)[C:8]([CH2:9][CH2:10][NH2:11])=[CH:7][NH:6]2, predict the reactants needed to synthesize it. The reactants are: [F:1][C:2]([F:16])([F:15])[C:3]1[CH:4]=[C:5]2[C:12](=[CH:13][CH:14]=1)[C:8]([CH2:9][CH2:10][NH2:11])=[CH:7][NH:6]2.CC(C)=O.CCOCC.[C:26]([OH:31])(=[O:30])[C:27]([OH:29])=[O:28]. (4) Given the product [CH2:1]([O:3][C:4]([N:6]1[CH:11]2[CH2:12][CH2:13][CH:7]1[CH2:8][CH:9]([N:19]=[N+:20]=[N-:21])[CH2:10]2)=[O:5])[CH3:2], predict the reactants needed to synthesize it. The reactants are: [CH2:1]([O:3][C:4]([N:6]1[CH:11]2[CH2:12][CH2:13][CH:7]1[CH2:8][CH:9](OS(C)(=O)=O)[CH2:10]2)=[O:5])[CH3:2].[N-:19]=[N+:20]=[N-:21].[Na+]. (5) Given the product [ClH:1].[Cl:1][C:2]1[CH:3]=[C:4]2[C:9](=[CH:10][CH:11]=1)[CH:8]=[C:7]([S:12]([NH:15][C@@H:16]1[CH2:20][CH2:19][N:18]([C:21]3[CH:22]=[C:23]4[C:28](=[CH:29][CH:30]=3)[CH2:27][NH:26][CH2:25][CH2:24]4)[C:17]1=[O:38])(=[O:14])=[O:13])[CH:6]=[CH:5]2, predict the reactants needed to synthesize it. The reactants are: [Cl:1][C:2]1[CH:3]=[C:4]2[C:9](=[CH:10][CH:11]=1)[CH:8]=[C:7]([S:12]([NH:15][C@@H:16]1[CH2:20][CH2:19][N:18]([C:21]3[CH:22]=[C:23]4[C:28](=[CH:29][CH:30]=3)[CH2:27][N:26](C(OC(C)(C)C)=O)[CH2:25][CH2:24]4)[C:17]1=[O:38])(=[O:14])=[O:13])[CH:6]=[CH:5]2.